Dataset: TCR-epitope binding with 47,182 pairs between 192 epitopes and 23,139 TCRs. Task: Binary Classification. Given a T-cell receptor sequence (or CDR3 region) and an epitope sequence, predict whether binding occurs between them. (1) The epitope is GTSGSPIVNR. The TCR CDR3 sequence is CASSLGTHATNEKLFF. Result: 0 (the TCR does not bind to the epitope). (2) The epitope is VVYRGTTTY. The TCR CDR3 sequence is CASSTTSGEETQYF. Result: 0 (the TCR does not bind to the epitope). (3) The epitope is TPQDLNTML. The TCR CDR3 sequence is CASSYFGPTIYGYTF. Result: 0 (the TCR does not bind to the epitope). (4) The epitope is IYSKHTPINL. The TCR CDR3 sequence is CSARTYEQYF. Result: 0 (the TCR does not bind to the epitope). (5) The epitope is GLCTLVAML. The TCR CDR3 sequence is CSARDRSLGNTIYF. Result: 1 (the TCR binds to the epitope). (6) The epitope is ITEEVGHTDLMAAY. The TCR CDR3 sequence is CASSLVTDSSYNEQFF. Result: 1 (the TCR binds to the epitope). (7) The epitope is EILDITPCSF. The TCR CDR3 sequence is CASSYSDWNQETQYF. Result: 1 (the TCR binds to the epitope). (8) The epitope is SSTFNVPMEKLK. The TCR CDR3 sequence is CASSDDSSGGADTQYF. Result: 0 (the TCR does not bind to the epitope). (9) The epitope is RPHERNGFTVL. The TCR CDR3 sequence is CASSQIERGGLGDEQFF. Result: 0 (the TCR does not bind to the epitope).